This data is from Full USPTO retrosynthesis dataset with 1.9M reactions from patents (1976-2016). The task is: Predict the reactants needed to synthesize the given product. (1) Given the product [CH3:17][S:16][C:12]1[N:11]([CH2:10][CH2:9][NH2:8])[CH:15]=[CH:14][N:13]=1.[ClH:1], predict the reactants needed to synthesize it. The reactants are: [ClH:1].C(OC(=O)[NH:8][CH2:9][CH2:10][N:11]1[CH:15]=[CH:14][N:13]=[C:12]1[S:16][CH3:17])(C)(C)C. (2) Given the product [C:21]1([C:20]2[C:15]3[S:14][C:13]4[C:8]([C:4]5[CH:3]=[C:2]([B:32]([OH:35])[OH:33])[CH:7]=[CH:6][CH:5]=5)=[CH:9][CH:10]=[CH:11][C:12]=4[C:16]=3[CH:17]=[CH:18][CH:19]=2)[CH:22]=[CH:23][CH:24]=[CH:25][CH:26]=1, predict the reactants needed to synthesize it. The reactants are: Br[C:2]1[CH:3]=[C:4]([C:8]2[C:13]3[S:14][C:15]4[C:20]([C:21]5[CH:26]=[CH:25][CH:24]=[CH:23][CH:22]=5)=[CH:19][CH:18]=[CH:17][C:16]=4[C:12]=3[CH:11]=[CH:10][CH:9]=2)[CH:5]=[CH:6][CH:7]=1.C([Li])CCC.[B:32](OC)([O:35]C)[O:33]C.Cl. (3) Given the product [CH3:6][C@H:7]([CH2:11][C:12]1[CH:17]=[CH:16][CH:15]=[CH:14][CH:13]=1)[C:8]([OH:10])=[O:9], predict the reactants needed to synthesize it. The reactants are: C(N)(C)(C)C.[CH3:6][C@@H:7]([CH2:11][C:12]1[CH:17]=[CH:16][CH:15]=[CH:14][CH:13]=1)[C:8]([OH:10])=[O:9].C(=O)=O.C1(/C(=C\C2C=CC=CC=2)/C(O)=O)C=CC=CC=1. (4) The reactants are: [N+:1]([C:4]1[CH:9]=[CH:8][C:7]([SH:10])=[CH:6][CH:5]=1)([O-:3])=[O:2].[CH:11]([C:13]1[CH:18]=[CH:17][CH:16]=[CH:15][N:14]=1)=[CH2:12].C(O)(=O)C. Given the product [N+:1]([C:4]1[CH:9]=[CH:8][C:7]([S:10][CH2:12][CH2:11][C:13]2[CH:18]=[CH:17][CH:16]=[CH:15][N:14]=2)=[CH:6][CH:5]=1)([O-:3])=[O:2], predict the reactants needed to synthesize it.